Dataset: Peptide-MHC class II binding affinity with 134,281 pairs from IEDB. Task: Regression. Given a peptide amino acid sequence and an MHC pseudo amino acid sequence, predict their binding affinity value. This is MHC class II binding data. (1) The binding affinity (normalized) is 0.283. The peptide sequence is YNNNEAFKVENGSAA. The MHC is HLA-DQA10401-DQB10402 with pseudo-sequence HLA-DQA10401-DQB10402. (2) The peptide sequence is KFSLIFLVKCQLQNP. The MHC is DRB1_0101 with pseudo-sequence DRB1_0101. The binding affinity (normalized) is 0.171. (3) The peptide sequence is VVLGLATSPTAEGGK. The MHC is DRB1_0405 with pseudo-sequence DRB1_0405. The binding affinity (normalized) is 0.422. (4) The peptide sequence is EVIPTAFKIGKTYTP. The MHC is DRB1_0101 with pseudo-sequence DRB1_0101. The binding affinity (normalized) is 0.437. (5) The peptide sequence is SKYLATASTMDHA. The MHC is H-2-IAu with pseudo-sequence H-2-IAu. The binding affinity (normalized) is 0.595.